This data is from Forward reaction prediction with 1.9M reactions from USPTO patents (1976-2016). The task is: Predict the product of the given reaction. (1) The product is: [CH3:1][O:2][C:3](=[O:35])[CH2:4][C@H:5]1[C:9]2[CH:10]=[CH:11][C:12]([O:14][C@H:15]3[C:23]4[C:18](=[C:19]([O:25][C:26]5[CH:31]=[CH:30][C:29]([C:41]6[C:37]([CH3:36])=[N:38][O:39][C:40]=6[CH3:45])=[CH:28][C:27]=5[C:33]#[N:34])[CH:20]=[CH:21][C:22]=4[F:24])[CH2:17][CH2:16]3)=[CH:13][C:8]=2[O:7][CH2:6]1. Given the reactants [CH3:1][O:2][C:3](=[O:35])[CH2:4][C@H:5]1[C:9]2[CH:10]=[CH:11][C:12]([O:14][C@H:15]3[C:23]4[C:18](=[C:19]([O:25][C:26]5[CH:31]=[CH:30][C:29](Br)=[CH:28][C:27]=5[C:33]#[N:34])[CH:20]=[CH:21][C:22]=4[F:24])[CH2:17][CH2:16]3)=[CH:13][C:8]=2[O:7][CH2:6]1.[CH3:36][C:37]1[C:41](B(O)O)=[C:40]([CH3:45])[O:39][N:38]=1, predict the reaction product. (2) Given the reactants [F:1][C:2]1[CH:3]=[CH:4][C:5]([N+:9]([O-:11])=[O:10])=[C:6]([OH:8])[CH:7]=1.[C:12]1(P(C2C=CC=CC=2)C2C=CC=CC=2)[CH:17]=CC=C[CH:13]=1.CC(O)C.CC(OC(/N=N/C(OC(C)C)=O)=O)C, predict the reaction product. The product is: [F:1][C:2]1[CH:3]=[CH:4][C:5]([N+:9]([O-:11])=[O:10])=[C:6]([O:8][CH:12]([CH3:17])[CH3:13])[CH:7]=1.